From a dataset of Peptide-MHC class I binding affinity with 185,985 pairs from IEDB/IMGT. Regression. Given a peptide amino acid sequence and an MHC pseudo amino acid sequence, predict their binding affinity value. This is MHC class I binding data. The binding affinity (normalized) is 0.299. The MHC is HLA-A02:06 with pseudo-sequence HLA-A02:06. The peptide sequence is ILFLTVATL.